The task is: Predict the reaction yield, written as a fraction of the theoretical maximum amount of product (1.0 means a 100% yield; for example, 0.34 means a 34% yield).. This data is from Reaction yield outcomes from USPTO patents with 853,638 reactions. (1) The reactants are [CH2:1]([N:3]1[CH2:9][CH2:8][CH2:7][NH:6][CH2:5][CH2:4]1)[CH3:2].Cl[C:11]1[N:12]=[CH:13][C:14]([C:17]([NH:19][C:20]2[NH:21][N:22]=[C:23]([CH2:25][CH2:26][C:27]3[CH:32]=[C:31]([O:33][CH3:34])[CH:30]=[C:29]([O:35][CH3:36])[CH:28]=3)[CH:24]=2)=[O:18])=[N:15][CH:16]=1. The catalyst is CS(C)=O.CO. The product is [CH3:36][O:35][C:29]1[CH:28]=[C:27]([CH2:26][CH2:25][C:23]2[CH:24]=[C:20]([NH:19][C:17]([C:14]3[CH:13]=[N:12][C:11]([N:6]4[CH2:7][CH2:8][CH2:9][N:3]([CH2:1][CH3:2])[CH2:4][CH2:5]4)=[CH:16][N:15]=3)=[O:18])[NH:21][N:22]=2)[CH:32]=[C:31]([O:33][CH3:34])[CH:30]=1. The yield is 0.590. (2) The reactants are C([O:3][C:4]([C:6]1[C:7]([C:11]2[CH:16]=[CH:15][C:14]([Cl:17])=[CH:13][CH:12]=2)=[N:8][O:9][CH:10]=1)=[O:5])C.C(OC(C1C(C2C=CC(F)=CC=2)=NOC=1)=O)C. No catalyst specified. The product is [Cl:17][C:14]1[CH:13]=[CH:12][C:11]([C:7]2[C:6]([C:4]([OH:5])=[O:3])=[CH:10][O:9][N:8]=2)=[CH:16][CH:15]=1. The yield is 0.920.